From a dataset of Catalyst prediction with 721,799 reactions and 888 catalyst types from USPTO. Predict which catalyst facilitates the given reaction. (1) Reactant: Br[C:2]1[CH:7]=[C:6]([S:8]([CH3:10])=[O:9])[C:5](Br)=[CH:4][C:3]=1[S:12]([CH3:14])=[O:13].CC1(C)C(C)(C)OB([C:23]2[S:24][C:25]([CH2:28][CH2:29][CH2:30][CH2:31][CH3:32])=[CH:26][CH:27]=2)O1. Product: [CH3:14][S:12]([C:3]1[CH:4]=[C:5]([C:23]2[S:24][C:25]([CH2:28][CH2:29][CH2:30][CH2:31][CH3:32])=[CH:26][CH:27]=2)[C:6]([S:8]([CH3:10])=[O:9])=[CH:7][C:2]=1[C:23]1[S:24][C:25]([CH2:28][CH2:29][CH2:30][CH2:31][CH3:32])=[CH:26][CH:27]=1)=[O:13]. The catalyst class is: 176. (2) The catalyst class is: 212. Reactant: Cl.[CH:2]([N:15]1[CH2:18][CH:17]([NH:19][NH2:20])[CH2:16]1)([C:9]1[CH:14]=[CH:13][CH:12]=[CH:11][CH:10]=1)[C:3]1[CH:8]=[CH:7][CH:6]=[CH:5][CH:4]=1.[Br:21][C:22]1[CH:27]=[CH:26][C:25]([C:28]([F:31])([F:30])[F:29])=[CH:24][C:23]=1[C:32](=O)/[CH:33]=[CH:34]/N(C)C. Product: [CH:2]([N:15]1[CH2:16][CH:17]([N:19]2[C:32]([C:23]3[CH:24]=[C:25]([C:28]([F:29])([F:30])[F:31])[CH:26]=[CH:27][C:22]=3[Br:21])=[CH:33][CH:34]=[N:20]2)[CH2:18]1)([C:9]1[CH:14]=[CH:13][CH:12]=[CH:11][CH:10]=1)[C:3]1[CH:8]=[CH:7][CH:6]=[CH:5][CH:4]=1.